From a dataset of Full USPTO retrosynthesis dataset with 1.9M reactions from patents (1976-2016). Predict the reactants needed to synthesize the given product. Given the product [CH2:50]([Si:3]([CH2:1][CH3:2])([CH:47]([CH3:48])[CH3:49])[O:4][CH:5]1[CH2:17][CH2:16][CH:15]([CH3:18])[CH:14]([C:72]([O:75][O:62][C:63]2[CH:64]=[CH:65][C:66]([N+:69]([O-:71])=[O:70])=[CH:67][CH:68]=2)=[O:74])[CH:13]=[CH:12][CH:11]([CH3:20])[CH:10](/[C:21](/[CH3:46])=[CH:22]/[CH:23]=[CH:24]/[C:25]([OH:45])([CH3:44])[CH2:26][CH:27]2[O:43][CH:28]2[CH:29]([CH3:42])[CH:30]([O:33][Si:34]([CH2:40][CH3:41])([CH2:38][CH3:39])[CH:35]([CH3:36])[CH3:37])[CH2:31][CH3:32])[O:9][C:7](=[O:8])[CH2:6]1)[CH3:51], predict the reactants needed to synthesize it. The reactants are: [CH2:1]([Si:3]([CH2:50][CH3:51])([CH:47]([CH3:49])[CH3:48])[O:4][CH:5]1[CH2:17][CH2:16][CH:15]([CH3:18])[CH:14](O)[CH:13]=[CH:12][CH:11]([CH3:20])[CH:10](/[C:21](/[CH3:46])=[CH:22]/[CH:23]=[CH:24]/[C:25]([OH:45])([CH3:44])[CH2:26][CH:27]2[O:43][CH:28]2[CH:29]([CH3:42])[CH:30]([O:33][Si:34]([CH2:40][CH3:41])([CH2:38][CH3:39])[CH:35]([CH3:37])[CH3:36])[CH2:31][CH3:32])[O:9][C:7](=[O:8])[CH2:6]1)[CH3:2].C(N(CC)CC)C.ClC([O:62][C:63]1[CH:68]=[CH:67][C:66]([N+:69]([O-:71])=[O:70])=[CH:65][CH:64]=1)=O.[C:72]([O:75]CC)(=[O:74])C.